This data is from Full USPTO retrosynthesis dataset with 1.9M reactions from patents (1976-2016). The task is: Predict the reactants needed to synthesize the given product. (1) Given the product [Cl:1][C:2]1[CH:7]=[CH:6][C:5]([CH:8]([C:12]2[C:14]3[C:15](=[C:16]([I:20])[CH:17]=[CH:18][CH:19]=3)[NH:24][N:23]=2)[CH2:9][C:10]#[N:11])=[C:4]([F:22])[CH:3]=1, predict the reactants needed to synthesize it. The reactants are: [Cl:1][C:2]1[CH:7]=[CH:6][C:5]([CH:8]([C:12]([C:14]2[CH:19]=[CH:18][CH:17]=[C:16]([I:20])[C:15]=2F)=O)[CH2:9][C:10]#[N:11])=[C:4]([F:22])[CH:3]=1.[NH2:23][NH2:24]. (2) The reactants are: [H][H].N1[CH2:14][CH2:13]NCCNCCNCC1.[CH:15]1[CH:20]=[CH:19][CH:18]=[CH:17][CH:16]=1. Given the product [CH3:17][CH2:16][CH2:15][CH2:20][CH2:19][CH2:15][CH2:20][CH2:19][CH2:18][CH2:17][CH2:16][CH2:13][CH3:14], predict the reactants needed to synthesize it.